This data is from Full USPTO retrosynthesis dataset with 1.9M reactions from patents (1976-2016). The task is: Predict the reactants needed to synthesize the given product. (1) Given the product [Cl:13][C:14]1[CH:15]=[C:16]([C:20]2[O:24][N:23]=[C:22]([C:25]([N:27]([CH3:40])[C:28]3[N:32]([CH3:33])[C:31]([C:34]4[CH:35]=[CH:36][N:37]=[CH:38][CH:39]=4)=[N:30][N:29]=3)([CH3:2])[CH3:26])[N:21]=2)[CH:17]=[CH:18][CH:19]=1, predict the reactants needed to synthesize it. The reactants are: [Li][CH2:2]CCC.C(NC(C)C)(C)C.[Cl:13][C:14]1[CH:15]=[C:16]([C:20]2[O:24][N:23]=[C:22]([CH:25]([N:27]([CH3:40])[C:28]3[N:32]([CH3:33])[C:31]([C:34]4[CH:39]=[CH:38][N:37]=[CH:36][CH:35]=4)=[N:30][N:29]=3)[CH3:26])[N:21]=2)[CH:17]=[CH:18][CH:19]=1.CI. (2) Given the product [CH:1]1([CH2:4][O:5][C:6]2[CH:11]=[CH:10][C:9]([CH2:12][CH3:13])=[CH:8][C:7]=2[C:14]2[C:15]3[N:22]([CH2:23][O:24][CH2:25][CH2:26][Si:27]([CH3:28])([CH3:29])[CH3:30])[C:21]([CH3:31])=[C:20]([C:32]([NH:35][CH:36]4[CH2:37][CH2:38][N:39]([C:42]([O:44][C:45]([CH3:48])([CH3:47])[CH3:46])=[O:43])[CH2:40][CH2:41]4)=[O:33])[C:16]=3[N:17]=[CH:18][N:19]=2)[CH2:2][CH2:3]1, predict the reactants needed to synthesize it. The reactants are: [CH:1]1([CH2:4][O:5][C:6]2[CH:11]=[CH:10][C:9]([CH2:12][CH3:13])=[CH:8][C:7]=2[C:14]2[C:15]3[N:22]([CH2:23][O:24][CH2:25][CH2:26][Si:27]([CH3:30])([CH3:29])[CH3:28])[C:21]([CH3:31])=[C:20]([C:32](O)=[O:33])[C:16]=3[N:17]=[CH:18][N:19]=2)[CH2:3][CH2:2]1.[NH2:35][CH:36]1[CH2:41][CH2:40][N:39]([C:42]([O:44][C:45]([CH3:48])([CH3:47])[CH3:46])=[O:43])[CH2:38][CH2:37]1. (3) Given the product [ClH:15].[F:1][C:2]1[N:7]=[C:6]([CH:8]([CH3:14])[C:9]([OH:11])=[O:10])[CH:5]=[CH:4][CH:3]=1, predict the reactants needed to synthesize it. The reactants are: [F:1][C:2]1[N:7]=[C:6]([CH:8]([CH3:14])[C:9]([O:11]CC)=[O:10])[CH:5]=[CH:4][CH:3]=1.[ClH:15].